Dataset: Forward reaction prediction with 1.9M reactions from USPTO patents (1976-2016). Task: Predict the product of the given reaction. (1) Given the reactants Cl.[CH3:2][N:3]1[C:11]2[C:6](=[N:7][C:8]([C@@H:18]([NH2:20])[CH3:19])=[C:9]([C:12]3[CH:17]=[CH:16][CH:15]=[CH:14][N:13]=3)[CH:10]=2)[CH:5]=[CH:4]1.[NH2:21][C:22]1[N:27]=[C:26]([NH2:28])[C:25]([C:29]#[N:30])=[C:24](Cl)[N:23]=1.C(N(C(C)C)C(C)C)C, predict the reaction product. The product is: [NH2:21][C:22]1[N:27]=[C:26]([NH2:28])[C:25]([C:29]#[N:30])=[C:24]([NH:20][C@H:18]([C:8]2[N:7]=[C:6]3[CH:5]=[CH:4][N:3]([CH3:2])[C:11]3=[CH:10][C:9]=2[C:12]2[CH:17]=[CH:16][CH:15]=[CH:14][N:13]=2)[CH3:19])[N:23]=1. (2) Given the reactants [OH:1][C:2]1[CH:7]=[CH:6][CH:5]=[CH:4][C:3]=1[C:8]1[NH:9][C:10]([CH3:18])=[C:11]2[C:16]=1[CH2:15][CH2:14][CH2:13][C:12]2=[O:17].[O:19]1[CH2:23][CH2:22][CH:21]([CH2:24]O)[CH2:20]1.C1(P(C2C=CC=CC=2)C2C=CC=CC=2)C=CC=CC=1.N(C(OC(C)C)=O)=NC(OC(C)C)=O, predict the reaction product. The product is: [CH3:18][C:10]1[NH:9][C:8]([C:3]2[CH:4]=[CH:5][CH:6]=[CH:7][C:2]=2[O:1][CH2:24][CH:21]2[CH2:22][CH2:23][O:19][CH2:20]2)=[C:16]2[C:11]=1[C:12](=[O:17])[CH2:13][CH2:14][CH2:15]2. (3) Given the reactants [CH3:1][S:2](Cl)(=[O:4])=[O:3].[OH:6][CH2:7][C@@H:8]1[O:12][C:11](=[O:13])[N:10]([C:14]2[CH:25]=[CH:24][C:17]3[N:18]([CH3:23])[C:19](=[O:22])[O:20][CH2:21][C:16]=3[CH:15]=2)[CH2:9]1.C(N(CC)CC)C, predict the reaction product. The product is: [CH3:1][S:2]([O:6][CH2:7][C@@H:8]1[O:12][C:11](=[O:13])[N:10]([C:14]2[CH:25]=[CH:24][C:17]3[N:18]([CH3:23])[C:19](=[O:22])[O:20][CH2:21][C:16]=3[CH:15]=2)[CH2:9]1)(=[O:4])=[O:3]. (4) Given the reactants S(Cl)([Cl:3])=O.[Cl:5][C:6]1[CH:16]=[CH:15][C:9]([CH:10]=[CH:11][C:12](O)=[O:13])=[CH:8][CH:7]=1, predict the reaction product. The product is: [Cl:5][C:6]1[CH:16]=[CH:15][C:9]([CH:10]=[CH:11][C:12]([Cl:3])=[O:13])=[CH:8][CH:7]=1.